The task is: Regression. Given two drug SMILES strings and cell line genomic features, predict the synergy score measuring deviation from expected non-interaction effect.. This data is from NCI-60 drug combinations with 297,098 pairs across 59 cell lines. (1) Drug 1: COC1=C(C=C2C(=C1)N=CN=C2NC3=CC(=C(C=C3)F)Cl)OCCCN4CCOCC4. Drug 2: CCCCCOC(=O)NC1=NC(=O)N(C=C1F)C2C(C(C(O2)C)O)O. Cell line: MCF7. Synergy scores: CSS=5.97, Synergy_ZIP=-3.10, Synergy_Bliss=-3.02, Synergy_Loewe=-11.0, Synergy_HSA=-2.72. (2) Drug 1: COC1=CC(=CC(=C1O)OC)C2C3C(COC3=O)C(C4=CC5=C(C=C24)OCO5)OC6C(C(C7C(O6)COC(O7)C8=CC=CS8)O)O. Drug 2: C1=CC=C(C=C1)NC(=O)CCCCCCC(=O)NO. Cell line: KM12. Synergy scores: CSS=42.3, Synergy_ZIP=9.05, Synergy_Bliss=9.89, Synergy_Loewe=11.8, Synergy_HSA=13.9. (3) Drug 1: CS(=O)(=O)CCNCC1=CC=C(O1)C2=CC3=C(C=C2)N=CN=C3NC4=CC(=C(C=C4)OCC5=CC(=CC=C5)F)Cl. Drug 2: CCN(CC)CCCC(C)NC1=C2C=C(C=CC2=NC3=C1C=CC(=C3)Cl)OC. Cell line: M14. Synergy scores: CSS=12.5, Synergy_ZIP=-2.85, Synergy_Bliss=2.30, Synergy_Loewe=-0.0693, Synergy_HSA=2.70.